Dataset: Catalyst prediction with 721,799 reactions and 888 catalyst types from USPTO. Task: Predict which catalyst facilitates the given reaction. (1) Reactant: Br[CH2:2][CH2:3][O:4][Si](C(C)(C)C)(C)C.C([C:14]1[CH:19]=[C:18]([C:20]2[N:24]=[C:23]([C:25]3[CH:30]=[C:29]([CH3:31])[CH:28]=[C:27]([CH2:32][N:33]([CH2:35][CH3:36])[CH3:34])[CH:26]=3)[O:22][N:21]=2)[CH:17]=[C:16]([CH3:37])[C:15]=1[OH:38])C.[C:39]([O-])([O-:41])=[O:40].[K+].[K+]. Product: [CH2:35]([N:33]([CH2:32][C:27]1[CH:26]=[C:25]([C:23]2[O:22][N:21]=[C:20]([C:18]3[CH:17]=[C:16]([CH3:37])[C:15]([O:38][CH2:2][CH2:3][OH:4])=[C:14]([CH3:39])[CH:19]=3)[N:24]=2)[CH:30]=[C:29]([CH3:31])[CH:28]=1)[CH3:34])[CH3:36].[CH:39]([O-:41])=[O:40]. The catalyst class is: 10. (2) Reactant: [Cl:1][C:2]1[CH:3]=[C:4]2[C:10]([CH2:11][CH2:12][NH2:13])=[C:9]([Si:14]([CH2:19][CH3:20])([CH2:17][CH3:18])[CH2:15][CH3:16])[NH:8][C:5]2=[N:6][CH:7]=1.[F:21][C:22]1[CH:36]=[CH:35][C:34]([F:37])=[CH:33][C:23]=1[CH2:24][C:25]1[O:29][N:28]=[C:27]([C:30](O)=[O:31])[CH:26]=1.CN(C(ON1N=NC2C=CC=NC1=2)=[N+](C)C)C.F[P-](F)(F)(F)(F)F.C(N(CC)C(C)C)(C)C. Product: [Cl:1][C:2]1[CH:3]=[C:4]2[C:10]([CH2:11][CH2:12][NH:13][C:30]([C:27]3[CH:26]=[C:25]([CH2:24][C:23]4[CH:33]=[C:34]([F:37])[CH:35]=[CH:36][C:22]=4[F:21])[O:29][N:28]=3)=[O:31])=[C:9]([Si:14]([CH2:15][CH3:16])([CH2:19][CH3:20])[CH2:17][CH3:18])[NH:8][C:5]2=[N:6][CH:7]=1. The catalyst class is: 3. (3) Reactant: [CH3:1][O:2][C:3]1[C:8]([NH:9][C:10](=[O:16])[O:11][C:12]([CH3:15])([CH3:14])[CH3:13])=[CH:7][CH:6]=[CH:5][N:4]=1.CN(C)CCN(C)C.C([Li])CCC.[C:30](=[O:32])=[O:31].[Cl-].[NH4+]. Product: [C:12]([O:11][C:10]([NH:9][C:8]1[C:3]([O:2][CH3:1])=[N:4][CH:5]=[CH:6][C:7]=1[C:30]([OH:32])=[O:31])=[O:16])([CH3:13])([CH3:15])[CH3:14]. The catalyst class is: 27. (4) Reactant: [OH:1][C:2]1[CH:12]=[CH:11][C:5]([CH:6]=[CH:7][N+:8]([O-:10])=[O:9])=[CH:4][C:3]=1[O:13][CH3:14].[CH:15]1[C:20](O)=CC=[C:17](O)[CH:16]=1.C=CC=C. Product: [CH3:14][O:13][C:3]1[CH:4]=[C:5]([C@H:6]2[C@H:7]([N+:8]([O-:10])=[O:9])[CH2:17][CH:16]=[CH:15][CH2:20]2)[CH:11]=[CH:12][C:2]=1[OH:1]. The catalyst class is: 11.